The task is: Predict the reactants needed to synthesize the given product.. This data is from Full USPTO retrosynthesis dataset with 1.9M reactions from patents (1976-2016). (1) Given the product [Cl:6][C:7]1[C:11]([Cl:12])=[C:10]([CH3:13])[NH:9][C:8]=1[C:14]([NH:16][CH:17]1[CH2:22][CH2:21][N:20]([C:23]2[S:24][C:25]([C:30]#[N:31])=[C:26]([OH:28])[N:27]=2)[CH2:19][CH2:18]1)=[O:15], predict the reactants needed to synthesize it. The reactants are: I[Si](C)(C)C.[Cl:6][C:7]1[C:11]([Cl:12])=[C:10]([CH3:13])[NH:9][C:8]=1[C:14]([NH:16][CH:17]1[CH2:22][CH2:21][N:20]([C:23]2[S:24][C:25]([C:30]#[N:31])=[C:26]([O:28]C)[N:27]=2)[CH2:19][CH2:18]1)=[O:15]. (2) Given the product [I:15][C:16]1[CH:21]=[CH:20][C:19]([CH2:22][O:1][C:2]2[N:6]([C:7]3[CH:12]=[C:11]([C:13]#[N:14])[CH:10]=[CH:9][N:8]=3)[N:5]=[CH:4][CH:3]=2)=[C:18]([CH3:24])[CH:17]=1, predict the reactants needed to synthesize it. The reactants are: [OH:1][C:2]1[N:6]([C:7]2[CH:12]=[C:11]([C:13]#[N:14])[CH:10]=[CH:9][N:8]=2)[N:5]=[CH:4][CH:3]=1.[I:15][C:16]1[CH:21]=[CH:20][C:19]([CH2:22]O)=[C:18]([CH3:24])[CH:17]=1. (3) Given the product [CH3:8][N:6]1[C:5](=[O:9])[C:4]([NH:10][C:11]2[CH:23]=[C:14]3[CH2:15][N:16]([CH:19]4[CH2:22][O:21][CH2:20]4)[CH2:17][CH2:18][N:13]3[N:12]=2)=[CH:3][C:2]([B:27]([OH:28])[OH:26])=[CH:7]1, predict the reactants needed to synthesize it. The reactants are: Br[C:2]1[CH:3]=[C:4]([NH:10][C:11]2[CH:23]=[C:14]3[CH2:15][N:16]([CH:19]4[CH2:22][O:21][CH2:20]4)[CH2:17][CH2:18][N:13]3[N:12]=2)[C:5](=[O:9])[N:6]([CH3:8])[CH:7]=1.CC1(C)C(C)(C)[O:28][B:27](B2OC(C)(C)C(C)(C)O2)[O:26]1.C([O-])(=O)C.[K+]. (4) Given the product [C:26]([C:23]1[CH:24]=[CH:25][C:20]([N:13]2[C@@H:14]3[CH2:19][CH2:18][CH2:17][CH2:16][C@H:15]3[N:11]([C:8]3[CH:9]=[CH:10][C:5]([C:4]([OH:34])=[O:3])=[C:6]([CH3:33])[CH:7]=3)[C:12]2=[O:32])=[CH:21][C:22]=1[C:28]([F:30])([F:31])[F:29])#[N:27], predict the reactants needed to synthesize it. The reactants are: C([O:3][C:4](=[O:34])[C:5]1[CH:10]=[CH:9][C:8]([N:11]2[C@@H:15]3[CH2:16][CH2:17][CH2:18][CH2:19][C@H:14]3[N:13]([C:20]3[CH:25]=[CH:24][C:23]([C:26]#[N:27])=[C:22]([C:28]([F:31])([F:30])[F:29])[CH:21]=3)[C:12]2=[O:32])=[CH:7][C:6]=1[CH3:33])C.[OH-].[Na+]. (5) Given the product [Cl:1][C:2]1[CH:3]=[C:4]([C:21]2[CH:26]=[CH:25][CH:24]=[CH:23][CH:22]=2)[C:5]2[O:10][CH:9]([C:11]([F:13])([F:12])[F:14])[C:8]([C:15]([OH:17])=[O:16])=[CH:7][C:6]=2[CH:20]=1, predict the reactants needed to synthesize it. The reactants are: [Cl:1][C:2]1[CH:3]=[C:4]([C:21]2[CH:26]=[CH:25][CH:24]=[CH:23][CH:22]=2)[C:5]2[O:10][CH:9]([C:11]([F:14])([F:13])[F:12])[C:8]([C:15]([O:17]CC)=[O:16])=[CH:7][C:6]=2[CH:20]=1.CO.[OH-].[Na+]. (6) Given the product [I:11][C:8]1[CH:9]=[CH:10][C:5]([C:4]([O:3][CH2:1][CH3:2])=[O:12])=[CH:6][C:7]=1[N+:13]([O-:15])=[O:14], predict the reactants needed to synthesize it. The reactants are: [CH2:1]([O:3][C:4](=[O:12])[C:5]1[CH:10]=[CH:9][C:8]([I:11])=[CH:7][CH:6]=1)[CH3:2].[N+:13]([O-])([OH:15])=[O:14]. (7) Given the product [Cl:10][CH2:11][C:12]([CH2:1][C:2]1[CH:7]=[CH:6][CH:5]=[CH:4][CH:3]=1)=[O:13], predict the reactants needed to synthesize it. The reactants are: [CH2:1]([Mg]Cl)[C:2]1[CH:7]=[CH:6][CH:5]=[CH:4][CH:3]=1.[Cl:10][CH2:11][C:12](N(OC)C)=[O:13].N.